From a dataset of Reaction yield outcomes from USPTO patents with 853,638 reactions. Predict the reaction yield, written as a fraction of the theoretical maximum amount of product (1.0 means a 100% yield; for example, 0.34 means a 34% yield). (1) The reactants are [F:1][CH:2]([F:16])[CH2:3][N:4]1[CH2:9][CH2:8][N:7]2[N:10]=[C:11]([N+:13]([O-])=O)[CH:12]=[C:6]2[CH2:5]1.[H][H]. The catalyst is C(O)C.[Pd]. The product is [F:16][CH:2]([F:1])[CH2:3][N:4]1[CH2:9][CH2:8][N:7]2[N:10]=[C:11]([NH2:13])[CH:12]=[C:6]2[CH2:5]1. The yield is 0.910. (2) The reactants are C[Si](C)(C)[O:3][C:4]1[CH2:9][CH2:8][N:7]([C:10]([O:12][C:13]([CH3:16])([CH3:15])[CH3:14])=[O:11])[CH2:6][CH:5]=1.[B-](F)(F)(F)[F:20].[B-](F)(F)(F)F.C1[N+]2(CCl)CC[N+](F)(CC2)C1. The catalyst is C(#N)C.C(OCC)(=O)C. The product is [F:20][CH:9]1[C:4](=[O:3])[CH2:5][CH2:6][N:7]([C:10]([O:12][C:13]([CH3:16])([CH3:15])[CH3:14])=[O:11])[CH2:8]1. The yield is 0.780.